Predict the reactants needed to synthesize the given product. From a dataset of Full USPTO retrosynthesis dataset with 1.9M reactions from patents (1976-2016). (1) Given the product [Br:15][C:9]1[CH:10]=[N:11][C:12]2[C:7]([CH:8]=1)=[C:6]([F:16])[C:5]([CH2:4][C:3]([NH:19][NH2:20])=[O:2])=[CH:14][CH:13]=2, predict the reactants needed to synthesize it. The reactants are: C[O:2][C:3](=O)[CH2:4][C:5]1[C:6]([F:16])=[C:7]2[C:12](=[CH:13][CH:14]=1)[N:11]=[CH:10][C:9]([Br:15])=[CH:8]2.O.[NH2:19][NH2:20]. (2) Given the product [CH:1]1[C:9]2[C:8]3[CH:10]=[CH:11][CH:12]=[CH:13][C:7]=3[O:6][C:5]=2[C:4]([C:14]2[CH:15]=[C:16]([NH:21][C:22]3[CH:27]=[CH:26][CH:25]=[CH:24][CH:23]=3)[C:17]([NH:20][C:50]3[CH:49]=[C:48]([CH3:78])[CH:47]=[C:46]([CH3:44])[CH:51]=3)=[CH:18][CH:19]=2)=[CH:3][CH:2]=1, predict the reactants needed to synthesize it. The reactants are: [CH:1]1[C:9]2[C:8]3[CH:10]=[CH:11][CH:12]=[CH:13][C:7]=3[O:6][C:5]=2[C:4]([C:14]2[CH:15]=[C:16]([NH:21][C:22]3[CH:27]=[CH:26][CH:25]=[CH:24][CH:23]=3)[C:17]([NH2:20])=[CH:18][CH:19]=2)=[CH:3][CH:2]=1.BrC1C=C(C)C(C)=CC=1.C(=O)([O-])[O-].[K+].[K+].C[CH:44]([C:46]1[CH:51]=[C:50](C(C)C)[C:49](C2C(P(C3CCCCC3)C3CCCCC3)=C(OC)C=CC=2OC)=[C:48]([CH:78](C)C)[CH:47]=1)C. (3) Given the product [CH2:6]([O:13][C:14](=[O:15])[NH:5][CH2:4][CH2:3][Br:2])[C:7]1[CH:12]=[CH:11][CH:10]=[CH:9][CH:8]=1, predict the reactants needed to synthesize it. The reactants are: Br.[Br:2][CH2:3][CH2:4][NH2:5].[CH2:6]([O:13][C:14](ON1C(=O)CCC1=O)=[O:15])[C:7]1[CH:12]=[CH:11][CH:10]=[CH:9][CH:8]=1. (4) Given the product [Cl:26][C:27]1[CH:28]=[C:29]([C:7]2[CH2:12][CH2:11][N:10]([C:13]([O:15][C:16]([CH3:19])([CH3:18])[CH3:17])=[O:14])[CH2:9][C:8]=2[C:20]([O:22][CH3:23])=[O:21])[CH:30]=[CH:31][C:32]=1[Cl:33], predict the reactants needed to synthesize it. The reactants are: FC(F)(F)S(O[C:7]1[CH2:12][CH2:11][N:10]([C:13]([O:15][C:16]([CH3:19])([CH3:18])[CH3:17])=[O:14])[CH2:9][C:8]=1[C:20]([O:22][CH3:23])=[O:21])(=O)=O.[Cl:26][C:27]1[CH:28]=[C:29](B(O)O)[CH:30]=[CH:31][C:32]=1[Cl:33].C([O-])([O-])=O.[Na+].[Na+].[NH4+].[Cl-].